Dataset: Reaction yield outcomes from USPTO patents with 853,638 reactions. Task: Predict the reaction yield, written as a fraction of the theoretical maximum amount of product (1.0 means a 100% yield; for example, 0.34 means a 34% yield). (1) The reactants are [F:1][C:2]1[CH:7]=[CH:6][CH:5]=[C:4]([F:8])[C:3]=1[N:9]1[C:14]2[N:15]=[C:16]([NH:27][CH2:28][CH2:29][NH2:30])[N:17]=[C:18]([C:19]3[CH:24]=[CH:23][C:22]([F:25])=[CH:21][C:20]=3[CH3:26])[C:13]=2[CH:12]=[CH:11][C:10]1=[O:31].[CH3:32][N:33]=[C:34]=[O:35]. No catalyst specified. The product is [F:1][C:2]1[CH:7]=[CH:6][CH:5]=[C:4]([F:8])[C:3]=1[N:9]1[C:14]2[N:15]=[C:16]([N:27]([CH2:28][CH2:29][NH2:30])[C:34]([NH:33][CH3:32])=[O:35])[N:17]=[C:18]([C:19]3[CH:24]=[CH:23][C:22]([F:25])=[CH:21][C:20]=3[CH3:26])[C:13]=2[CH:12]=[CH:11][C:10]1=[O:31]. The yield is 0.590. (2) The reactants are [CH2:1]([O:3][C:4]1[C:17]2[C:16]3[NH:15][CH2:14][CH2:13][CH2:12][C:11]=3[C:10](=[O:18])[N:9]([CH2:19][O:20][CH3:21])[C:8]=2[CH:7]=[C:6]([C:22](OC)=[O:23])[CH:5]=1)[CH3:2].O1CCCC1.[H-].[Al+3].[Li+].[H-].[H-].[H-]. The catalyst is C(OCC)(=O)C. The product is [CH2:1]([O:3][C:4]1[C:17]2[C:16]3[NH:15][CH2:14][CH2:13][CH2:12][C:11]=3[C:10](=[O:18])[N:9]([CH2:19][O:20][CH3:21])[C:8]=2[CH:7]=[C:6]([CH2:22][OH:23])[CH:5]=1)[CH3:2]. The yield is 0.787.